Dataset: Reaction yield outcomes from USPTO patents with 853,638 reactions. Task: Predict the reaction yield, written as a fraction of the theoretical maximum amount of product (1.0 means a 100% yield; for example, 0.34 means a 34% yield). The product is [CH3:1][O:2][C:3](=[O:15])[CH2:4][CH:5]([C:6]1[CH:14]=[C:13]2[C:9]([CH:10]=[CH:11][NH:12]2)=[CH:8][CH:7]=1)[C:21]1[CH:20]=[CH:19][CH:18]=[C:17]([Cl:16])[CH:22]=1. The yield is 0.620. The catalyst is O.O1CCOCC1. The reactants are [CH3:1][O:2][C:3](=[O:15])[CH:4]=[CH:5][C:6]1[CH:14]=[C:13]2[C:9]([CH:10]=[CH:11][NH:12]2)=[CH:8][CH:7]=1.[Cl:16][C:17]1[CH:18]=[C:19](B(O)O)[CH:20]=[CH:21][CH:22]=1.